From a dataset of HIV replication inhibition screening data with 41,000+ compounds from the AIDS Antiviral Screen. Binary Classification. Given a drug SMILES string, predict its activity (active/inactive) in a high-throughput screening assay against a specified biological target. The molecule is Nc1ccc(C=Cc2ccc(N=Nc3cc(S(=O)(=O)O)c4cccnc4c3O)cc2S(=O)(=O)O)c(S(=O)(=O)O)c1.[NaH]. The result is 1 (active).